From a dataset of Full USPTO retrosynthesis dataset with 1.9M reactions from patents (1976-2016). Predict the reactants needed to synthesize the given product. (1) Given the product [Br:1][C:2]1[C:3]([O:16][CH3:17])=[CH:4][C:5]2[C:6]([CH3:15])([CH3:14])[CH2:7][CH2:8][C:9]([CH3:12])([CH3:13])[C:10]=2[CH:11]=1, predict the reactants needed to synthesize it. The reactants are: [Br:1][C:2]1[C:3]([OH:16])=[CH:4][C:5]2[C:6]([CH3:15])([CH3:14])[CH2:7][CH2:8][C:9]([CH3:13])([CH3:12])[C:10]=2[CH:11]=1.[CH3:17]N(C=O)C.[H-].[Na+].IC. (2) Given the product [F:21][C:18]1[CH:19]=[CH:20][C:15]2[O:14][CH:13]=[C:12]([N:9]3[CH2:8][CH2:7][NH:6][CH2:11][CH2:10]3)[C:16]=2[CH:17]=1, predict the reactants needed to synthesize it. The reactants are: C(OC([N:6]1[CH2:11][CH2:10][N:9]([C:12]2[C:16]3[CH:17]=[C:18]([F:21])[CH:19]=[CH:20][C:15]=3[O:14][CH:13]=2)[CH2:8][CH2:7]1)=O)C.[OH-].[Na+].